This data is from Forward reaction prediction with 1.9M reactions from USPTO patents (1976-2016). The task is: Predict the product of the given reaction. Given the reactants OC1C(=O)NC=C(CCC2C=CC=CC=2C)C=1.C[O:19][C:20]1[C:25]([O:26]C)=[CH:24][C:23]([C:28]#[C:29][C:30]2[CH:35]=[CH:34][C:33]([CH3:36])=[CH:32][CH:31]=2)=[CH:22][N:21]=1, predict the reaction product. The product is: [OH:26][C:25]1[C:20](=[O:19])[NH:21][CH:22]=[C:23]([CH2:28][CH2:29][C:30]2[CH:31]=[CH:32][C:33]([CH3:36])=[CH:34][CH:35]=2)[CH:24]=1.